Dataset: Forward reaction prediction with 1.9M reactions from USPTO patents (1976-2016). Task: Predict the product of the given reaction. (1) The product is: [NH2:1][C:2]1[C:3]([C:9]([NH:12][C:13]2[CH:14]=[N:15][CH:16]=[CH:17][CH:18]=2)=[O:11])=[N:4][C:5]([Br:8])=[CH:6][N:7]=1. Given the reactants [NH2:1][C:2]1[C:3]([C:9]([OH:11])=O)=[N:4][C:5]([Br:8])=[CH:6][N:7]=1.[NH2:12][C:13]1[CH:14]=[N:15][CH:16]=[CH:17][CH:18]=1.CN(C(ON1N=NC2C=CC=NC1=2)=[N+](C)C)C.F[P-](F)(F)(F)(F)F, predict the reaction product. (2) Given the reactants CS([C:5]1[N:10]=[C:9]([C:11]2[CH:16]=[CH:15][C:14]([S:17]([CH3:20])(=[O:19])=[O:18])=[CH:13][CH:12]=2)[CH:8]=[C:7]([C:21]([F:24])([F:23])[F:22])[N:6]=1)(=O)=O.[NH3:25], predict the reaction product. The product is: [CH3:20][S:17]([C:14]1[CH:15]=[CH:16][C:11]([C:9]2[CH:8]=[C:7]([C:21]([F:24])([F:23])[F:22])[N:6]=[C:5]([NH2:25])[N:10]=2)=[CH:12][CH:13]=1)(=[O:19])=[O:18].